The task is: Predict the reactants needed to synthesize the given product.. This data is from Full USPTO retrosynthesis dataset with 1.9M reactions from patents (1976-2016). (1) Given the product [Cl:11][C:12]1[CH:17]=[CH:16][CH:15]=[CH:14][C:13]=1[C:18]1([F:34])[CH2:19][CH2:20][NH:21][CH2:22][CH2:23]1, predict the reactants needed to synthesize it. The reactants are: C[Si](C)(C)Cl.[I-].[Na+].C(#N)C.[Cl:11][C:12]1[CH:17]=[CH:16][CH:15]=[CH:14][C:13]=1[C:18]1([F:34])[CH2:23][CH2:22][N:21](C(OCC2C=CC=CC=2)=O)[CH2:20][CH2:19]1. (2) Given the product [Cl:26][C:20]1[CH:21]=[N:22][CH:23]=[C:24]([Cl:25])[C:19]=1[NH:18][C:16]([C:10]1[C:9]2[CH:5]([CH2:4][C:1]([NH:27][C:28]3[CH:29]=[N:30][CH:31]=[CH:32][CH:33]=3)=[O:3])[CH2:6][O:7][C:8]=2[C:13]([O:14][CH3:15])=[CH:12][CH:11]=1)=[O:17], predict the reactants needed to synthesize it. The reactants are: [C:1]([CH2:4][CH:5]1[C:9]2[C:10]([C:16]([NH:18][C:19]3[C:24]([Cl:25])=[CH:23][N:22]=[CH:21][C:20]=3[Cl:26])=[O:17])=[CH:11][CH:12]=[C:13]([O:14][CH3:15])[C:8]=2[O:7][CH2:6]1)([OH:3])=O.[NH2:27][C:28]1[CH:29]=[N:30][CH:31]=[CH:32][CH:33]=1. (3) Given the product [Cl:1][C:2]1[CH:3]=[C:4]([CH:5]=[CH:6][CH:7]=1)[CH2:8][O:9][C:10]1[CH:19]=[C:18]2[C:13]([CH:14]=[C:15]([C:20]([OH:22])=[O:21])[CH:16]=[N:17]2)=[CH:12][CH:11]=1, predict the reactants needed to synthesize it. The reactants are: [Cl:1][C:2]1[CH:3]=[C:4]([CH2:8][O:9][C:10]2[CH:19]=[C:18]3[C:13]([CH:14]=[C:15]([C:20]([O:22]CC)=[O:21])[CH:16]=[N:17]3)=[CH:12][CH:11]=2)[CH:5]=[CH:6][CH:7]=1.[Li+].[OH-]. (4) Given the product [Cl:9][C:4]1[N:5]=[C:6]([Cl:8])[N:7]=[C:2]([O:19][C:12]2[C:11]([CH3:10])=[CH:16][C:15]([Cl:17])=[CH:14][C:13]=2[CH3:18])[N:3]=1, predict the reactants needed to synthesize it. The reactants are: Cl[C:2]1[N:7]=[C:6]([Cl:8])[N:5]=[C:4]([Cl:9])[N:3]=1.[CH3:10][C:11]1[CH:16]=[C:15]([Cl:17])[CH:14]=[C:13]([CH3:18])[C:12]=1[OH:19]. (5) Given the product [CH3:19][O:20][CH:21]([O:24][CH3:25])[CH2:22][N:23]1[CH:6]=[CH:7][C:2](=[O:1])[C:3]([O:11][CH2:12][C:13]2[CH:14]=[CH:15][CH:16]=[CH:17][CH:18]=2)=[C:4]1[C:8]([OH:10])=[O:9], predict the reactants needed to synthesize it. The reactants are: [O:1]=[C:2]1[CH:7]=[CH:6]O[C:4]([C:8]([OH:10])=[O:9])=[C:3]1[O:11][CH2:12][C:13]1[CH:18]=[CH:17][CH:16]=[CH:15][CH:14]=1.[CH3:19][O:20][CH:21]([O:24][CH3:25])[CH2:22][NH2:23]. (6) Given the product [F:1][C:2]1[CH:26]=[CH:25][CH:24]=[C:23]([F:27])[C:3]=1[O:4][C:5]1[CH:6]=[N:7][N:8]([CH:12]([CH2:16][C:17]2[CH:18]=[CH:19][CH:20]=[CH:21][CH:22]=2)[C:13]([NH:28][C:29]2[CH:33]=[CH:32][N:31]([CH2:34][C:35]([OH:37])([CH3:36])[CH3:38])[N:30]=2)=[O:14])[C:9](=[O:11])[CH:10]=1, predict the reactants needed to synthesize it. The reactants are: [F:1][C:2]1[CH:26]=[CH:25][CH:24]=[C:23]([F:27])[C:3]=1[O:4][C:5]1[CH:6]=[N:7][N:8]([CH:12]([CH2:16][C:17]2[CH:22]=[CH:21][CH:20]=[CH:19][CH:18]=2)[C:13](O)=[O:14])[C:9](=[O:11])[CH:10]=1.[NH2:28][C:29]1[CH:33]=[CH:32][N:31]([CH2:34][C:35]([CH3:38])([OH:37])[CH3:36])[N:30]=1.